This data is from Forward reaction prediction with 1.9M reactions from USPTO patents (1976-2016). The task is: Predict the product of the given reaction. (1) Given the reactants [CH:1]1([CH:7]([C:9]2[C:10]([CH3:22])=[N:11][N:12]([C:14]3[CH:19]=[CH:18][C:17]([F:20])=[CH:16][C:15]=3[CH3:21])[CH:13]=2)O)[CH2:6][CH2:5][CH2:4][CH2:3][CH2:2]1.[NH2:23][C:24]1[CH:29]=[CH:28][C:27]([C:30]([NH:32][CH2:33][CH2:34][C:35]([O:37]CC)=[O:36])=[O:31])=[CH:26][CH:25]=1, predict the reaction product. The product is: [F:20][C:17]1[CH:18]=[CH:19][C:14]([N:12]2[CH:13]=[C:9]([CH:7]([NH:23][C:24]3[CH:25]=[CH:26][C:27]([C:30]([NH:32][CH2:33][CH2:34][C:35]([OH:37])=[O:36])=[O:31])=[CH:28][CH:29]=3)[CH:1]3[CH2:6][CH2:5][CH2:4][CH2:3][CH2:2]3)[C:10]([CH3:22])=[N:11]2)=[C:15]([CH3:21])[CH:16]=1. (2) Given the reactants [CH2:1]([CH:3]([CH2:22][CH2:23][CH2:24][CH3:25])[CH2:4][O:5][C:6](=[O:21])[C:7]([CH2:9][C:10]([O:12]CC(CC)CCCC)=O)=[CH2:8])[CH3:2].[CH2:26]([CH:28]([CH2:31][CH2:32][CH2:33][CH3:34])[CH2:29][NH2:30])[CH3:27], predict the reaction product. The product is: [CH2:1]([CH:3]([CH2:22][CH2:23][CH2:24][CH3:25])[CH2:4][O:5][C:6]([CH:7]1[CH2:9][C:10](=[O:12])[N:30]([CH2:29][CH:28]([CH2:26][CH3:27])[CH2:31][CH2:32][CH2:33][CH3:34])[CH2:8]1)=[O:21])[CH3:2]. (3) Given the reactants [Cl:1][C:2]1[C:7]([Cl:8])=[C:6]([F:9])[CH:5]=[CH:4][C:3]=1[C:10]([N:12]1[CH:17]=[CH:16][C:15]2[N:18]([C:21]3[CH:26]=[N:25][CH:24]=[CH:23][N:22]=3)[N:19]=[N:20][C:14]=2[CH:13]1[CH3:27])=[O:11].C([SiH](CC)CC)C, predict the reaction product. The product is: [Cl:1][C:2]1[C:7]([Cl:8])=[C:6]([F:9])[CH:5]=[CH:4][C:3]=1[C:10]([N:12]1[CH2:17][CH2:16][C:15]2[N:18]([C:21]3[CH:26]=[N:25][CH:24]=[CH:23][N:22]=3)[N:19]=[N:20][C:14]=2[CH:13]1[CH3:27])=[O:11]. (4) Given the reactants Cl[C:2]1[N:3]=[C:4]([N:16]2[CH2:21][CH2:20][O:19][CH2:18][CH2:17]2)[C:5]2[S:10][C:9]([NH:11][C:12](=[O:15])[CH2:13][CH3:14])=[CH:8][C:6]=2[N:7]=1.CC1(C)C(C)(C)OB([C:30]2[CH:38]=[CH:37][CH:36]=[C:35]3[C:31]=2[CH:32]=[N:33][NH:34]3)O1, predict the reaction product. The product is: [NH:34]1[C:35]2[C:31](=[C:30]([C:2]3[N:3]=[C:4]([N:16]4[CH2:21][CH2:20][O:19][CH2:18][CH2:17]4)[C:5]4[S:10][C:9]([NH:11][C:12](=[O:15])[CH2:13][CH3:14])=[CH:8][C:6]=4[N:7]=3)[CH:38]=[CH:37][CH:36]=2)[CH:32]=[N:33]1. (5) The product is: [CH3:33][C:34]1[CH:35]=[CH:36][C:37]([C:40]2[N:44]([C:5]3[CH:6]=[N:2][CH:8]=[CH:9][CH:10]=3)[N:43]=[C:42]([C:45]([N:29]3[CH2:30][CH2:31][N:26]([CH2:24][CH3:25])[C:27](=[O:32])[CH2:28]3)=[O:47])[CH:41]=2)=[N:38][CH:39]=1. Given the reactants O[N:2]1[C:6]2C=[CH:8][CH:9]=[CH:10][C:5]=2N=N1.Cl.CN(C)CCCN=C=NCC.Cl.[CH2:24]([N:26]1[CH2:31][CH2:30][NH:29][CH2:28][C:27]1=[O:32])[CH3:25].[CH3:33][C:34]1[CH:35]=[CH:36][C:37]([C:40]2(C3C=NC=CC=3)[NH:44][NH:43][C:42]([C:45]([OH:47])=O)=[CH:41]2)=[N:38][CH:39]=1, predict the reaction product. (6) Given the reactants [CH:1]([O:4][C:5]([N:7]1[CH:11]([CH2:12][CH3:13])[CH2:10][C:9](=O)[C@@H:8]1[CH2:15][C:16]1[CH:21]=[CH:20][CH:19]=[CH:18][CH:17]=1)=[O:6])([CH3:3])[CH3:2].[CH2:22]([NH2:29])[C:23]1[CH:28]=[CH:27][CH:26]=[CH:25][CH:24]=1.[BH4-].[Na+], predict the reaction product. The product is: [CH:1]([O:4][C:5]([N:7]1[C@H:11]([CH2:12][CH3:13])[CH2:10][C@H:9]([NH:29][CH2:22][C:23]2[CH:28]=[CH:27][CH:26]=[CH:25][CH:24]=2)[C@@H:8]1[CH2:15][C:16]1[CH:21]=[CH:20][CH:19]=[CH:18][CH:17]=1)=[O:6])([CH3:3])[CH3:2]. (7) Given the reactants [NH2:1][CH2:2][C@H:3]([NH:10][C:11](=[O:17])[O:12][C:13]([CH3:16])([CH3:15])[CH3:14])[C:4]1[CH:9]=[CH:8][CH:7]=[CH:6][CH:5]=1.[CH:18](=O)[C:19]1[CH:24]=[CH:23][CH:22]=[CH:21][CH:20]=1.C(N(CC)CC)C.[BH4-].[Na+], predict the reaction product. The product is: [CH2:18]([NH:1][CH2:2][C@H:3]([NH:10][C:11](=[O:17])[O:12][C:13]([CH3:14])([CH3:16])[CH3:15])[C:4]1[CH:9]=[CH:8][CH:7]=[CH:6][CH:5]=1)[C:19]1[CH:24]=[CH:23][CH:22]=[CH:21][CH:20]=1. (8) Given the reactants [C-:1]#[N:2].[Na+].Cl[CH2:5][C@@H:6]([OH:13])[CH2:7][C:8]([O:10][CH2:11][CH3:12])=[O:9].[OH-].[Na+], predict the reaction product. The product is: [C:1]([CH2:5][C@@H:6]([OH:13])[CH2:7][C:8]([O:10][CH2:11][CH3:12])=[O:9])#[N:2]. (9) Given the reactants [CH2:1]([CH:3]1[N:12]2[C:7](=[CH:8][C:9](=[O:18])[C:10]([C:13]([O:15]CC)=[O:14])=[CH:11]2)[C:6]2[CH:19]=[C:20]([O:27][CH3:28])[C:21]([O:23][CH2:24][CH2:25][CH3:26])=[CH:22][C:5]=2[CH2:4]1)[CH3:2].O.[OH-].[Li+].Cl, predict the reaction product. The product is: [CH2:1]([CH:3]1[N:12]2[C:7](=[CH:8][C:9](=[O:18])[C:10]([C:13]([OH:15])=[O:14])=[CH:11]2)[C:6]2[CH:19]=[C:20]([O:27][CH3:28])[C:21]([O:23][CH2:24][CH2:25][CH3:26])=[CH:22][C:5]=2[CH2:4]1)[CH3:2].